Dataset: Forward reaction prediction with 1.9M reactions from USPTO patents (1976-2016). Task: Predict the product of the given reaction. Given the reactants C(OC(=O)[NH:7][CH2:8][C@H:9]1[CH2:14][CH2:13][C@H:12]([CH2:15][NH:16][C:17]2[N:26]=[C:25]([N:27]([CH3:29])[CH3:28])[C:24]3[C:19](=[CH:20][CH:21]=[CH:22][CH:23]=3)[N:18]=2)[CH2:11][CH2:10]1)(C)(C)C.Cl.C([O-])(O)=O.[Na+], predict the reaction product. The product is: [NH2:7][CH2:8][C@H:9]1[CH2:14][CH2:13][C@H:12]([CH2:15][NH:16][C:17]2[N:26]=[C:25]([N:27]([CH3:29])[CH3:28])[C:24]3[C:19](=[CH:20][CH:21]=[CH:22][CH:23]=3)[N:18]=2)[CH2:11][CH2:10]1.